Dataset: Full USPTO retrosynthesis dataset with 1.9M reactions from patents (1976-2016). Task: Predict the reactants needed to synthesize the given product. Given the product [CH3:34][S:35]([C:38]1[CH:43]=[CH:42][C:41]([C:2]2[C:3]([NH2:14])=[CH:4][C:5]([N:8]3[CH2:13][CH2:12][O:11][CH2:10][CH2:9]3)=[N:6][CH:7]=2)=[CH:40][CH:39]=1)(=[O:37])=[O:36], predict the reactants needed to synthesize it. The reactants are: Br[C:2]1[C:3]([NH2:14])=[CH:4][C:5]([N:8]2[CH2:13][CH2:12][O:11][CH2:10][CH2:9]2)=[N:6][CH:7]=1.C1(P(C2CCCCC2)C2CCCCC2)CCCCC1.[CH3:34][S:35]([C:38]1[CH:43]=[CH:42][C:41](B(O)O)=[CH:40][CH:39]=1)(=[O:37])=[O:36].[O-]P([O-])([O-])=O.[K+].[K+].[K+].